Dataset: Catalyst prediction with 721,799 reactions and 888 catalyst types from USPTO. Task: Predict which catalyst facilitates the given reaction. (1) Reactant: Br[C:2]1[CH:3]=[CH:4][C:5]([O:8][CH:9]([F:11])[F:10])=[N:6][CH:7]=1.C(O[B:16]1[O:20][C:19]([CH3:22])([CH3:21])[C:18]([CH3:24])([CH3:23])[O:17]1)(C)C. The catalyst class is: 1. Product: [F:10][CH:9]([F:11])[O:8][C:5]1[CH:4]=[CH:3][C:2]([B:16]2[O:20][C:19]([CH3:22])([CH3:21])[C:18]([CH3:24])([CH3:23])[O:17]2)=[CH:7][N:6]=1. (2) Reactant: [CH3:1][O:2][CH:3]([O:8][CH3:9])[C:4](OC)=[O:5].[CH3:10][C:11]1[C:16]([CH2:17][NH2:18])=[CH:15][CH:14]=[CH:13][CH:12]=1. Product: [CH3:1][O:2][CH:3]([O:8][CH3:9])[C:4]([NH:18][CH2:17][C:16]1[CH:15]=[CH:14][CH:13]=[CH:12][C:11]=1[CH3:10])=[O:5]. The catalyst class is: 25. (3) Reactant: [F:1][C:2]([F:28])([F:27])[C:3]1[CH:8]=[CH:7][C:6]([C:9]2[C:10]([C:15]([NH:17][C:18]3[CH:19]=[C:20]([C:24]([OH:26])=O)[N:21]([CH3:23])[CH:22]=3)=[O:16])=[CH:11][CH:12]=[CH:13][CH:14]=2)=[CH:5][CH:4]=1.[CH2:29]([O:36][C:37]1[CH:45]=[CH:44][C:40]([CH2:41][NH:42][CH3:43])=[CH:39][CH:38]=1)[C:30]1[CH:35]=[CH:34][CH:33]=[CH:32][CH:31]=1.CN(C(ON1N=NC2C=CC=CC1=2)=[N+](C)C)C.[B-](F)(F)(F)F.C(N(C(C)C)C(C)C)C. Product: [CH2:29]([O:36][C:37]1[CH:38]=[CH:39][C:40]([CH2:41][N:42]([CH3:43])[C:24]([C:20]2[N:21]([CH3:23])[CH:22]=[C:18]([NH:17][C:15]([C:10]3[C:9]([C:6]4[CH:5]=[CH:4][C:3]([C:2]([F:28])([F:27])[F:1])=[CH:8][CH:7]=4)=[CH:14][CH:13]=[CH:12][CH:11]=3)=[O:16])[CH:19]=2)=[O:26])=[CH:44][CH:45]=1)[C:30]1[CH:31]=[CH:32][CH:33]=[CH:34][CH:35]=1. The catalyst class is: 9. (4) Reactant: C1(S([N:10]2[C:14]3[N:15]=[CH:16][N:17]=[C:18]([N:19]4[CH2:24][CH2:23][CH2:22][CH2:21][CH2:20]4)[C:13]=3[C:12](Br)=[CH:11]2)(=O)=O)C=CC=CC=1.[C:26]1(B(O)O)[CH:31]=[CH:30][CH:29]=[CH:28][CH:27]=1.P([O-])([O-])([O-])=O.[K+].[K+].[K+]. Product: [C:26]1([C:12]2[C:13]3[C:18]([N:19]4[CH2:20][CH2:21][CH2:22][CH2:23][CH2:24]4)=[N:17][CH:16]=[N:15][C:14]=3[NH:10][CH:11]=2)[CH:31]=[CH:30][CH:29]=[CH:28][CH:27]=1. The catalyst class is: 755.